This data is from Reaction yield outcomes from USPTO patents with 853,638 reactions. The task is: Predict the reaction yield, written as a fraction of the theoretical maximum amount of product (1.0 means a 100% yield; for example, 0.34 means a 34% yield). (1) The reactants are C1C=C(Cl)C=C(C(OO)=[O:9])C=1.[Br:12][C:13]1[CH:18]=[CH:17][CH:16]=[C:15]([Br:19])[C:14]=1[C:20]1[NH:21][C:22]2[C:23]([N:36]=1)=[C:24]1[C:29](=[C:30]3[CH:35]=[CH:34][CH:33]=[CH:32][C:31]=23)[N:28]=[CH:27][CH:26]=[CH:25]1. The catalyst is C(Cl)Cl. The product is [Br:19][C:15]1[CH:16]=[CH:17][CH:18]=[C:13]([Br:12])[C:14]=1[C:20]1[NH:21][C:22]2[C:23]([N:36]=1)=[C:24]1[C:29](=[C:30]3[CH:35]=[CH:34][CH:33]=[CH:32][C:31]=23)[N+:28]([O-:9])=[CH:27][CH:26]=[CH:25]1. The yield is 0.780. (2) The reactants are Cl[CH2:2][C:3]([C:5]1[CH:10]=[CH:9][C:8]([CH:11]([CH3:13])[CH3:12])=[CH:7][C:6]=1[NH:14][C:15](=[O:17])[CH3:16])=[O:4].Cl.[N:19]1([C:25]2[C:29]3[CH:30]=[CH:31][CH:32]=[CH:33][C:28]=3[S:27][N:26]=2)[CH2:24][CH2:23][NH:22][CH2:21][CH2:20]1. No catalyst specified. The product is [S:27]1[C:28]2[CH:33]=[CH:32][CH:31]=[CH:30][C:29]=2[C:25]([N:19]2[CH2:20][CH2:21][N:22]([CH2:2][C:3]([C:5]3[CH:10]=[CH:9][C:8]([CH:11]([CH3:13])[CH3:12])=[CH:7][C:6]=3[NH:14][C:15](=[O:17])[CH3:16])=[O:4])[CH2:23][CH2:24]2)=[N:26]1. The yield is 0.730. (3) The reactants are [C:1]([O:5][C:6]([NH:8][C@@H:9]([CH2:14][C:15]1[CH:20]=[CH:19][C:18]([OH:21])=[CH:17][CH:16]=1)[C:10]([O:12][CH3:13])=[O:11])=[O:7])([CH3:4])([CH3:3])[CH3:2].[CH3:22][S:23](Cl)(=[O:25])=[O:24]. The catalyst is C(Cl)Cl. The product is [C:1]([O:5][C:6]([NH:8][C@@H:9]([CH2:14][C:15]1[CH:20]=[CH:19][C:18]([O:21][S:23]([CH3:22])(=[O:25])=[O:24])=[CH:17][CH:16]=1)[C:10]([O:12][CH3:13])=[O:11])=[O:7])([CH3:4])([CH3:2])[CH3:3]. The yield is 0.900. (4) The reactants are [CH3:1][O:2][C:3]1[CH:12]=[C:11]2[C:6]([N:7]=[C:8]([CH3:30])[C:9](=[O:29])[N:10]2[CH2:13][CH2:14][N:15]2[CH2:20][CH2:19][CH:18]([NH:21]C(=O)OC(C)(C)C)[CH2:17][CH2:16]2)=[CH:5][CH:4]=1.FC(F)(F)C(O)=O.NC1CCN(CCN2C3C(=CC=C(F)C=3)N=CC2=O)CC1. The catalyst is ClCCl. The product is [NH2:21][CH:18]1[CH2:17][CH2:16][N:15]([CH2:14][CH2:13][N:10]2[C:11]3[C:6](=[CH:5][CH:4]=[C:3]([O:2][CH3:1])[CH:12]=3)[N:7]=[C:8]([CH3:30])[C:9]2=[O:29])[CH2:20][CH2:19]1. The yield is 0.990.